From a dataset of Forward reaction prediction with 1.9M reactions from USPTO patents (1976-2016). Predict the product of the given reaction. Given the reactants FC(F)(F)C(O)=O.C(OC(=O)[NH:14][C@H:15]1[CH2:20][CH2:19][C@H:18]([CH2:21][CH:22]2[CH2:36][C:25]3=[C:26]4[C:31](=[N:32][CH:33]=[C:24]3[O:23]2)[CH:30]=[CH:29][C:28]([O:34][CH3:35])=[N:27]4)[CH2:17][CH2:16]1)(C)(C)C, predict the reaction product. The product is: [CH3:35][O:34][C:28]1[CH:29]=[CH:30][C:31]2[C:26]([N:27]=1)=[C:25]1[CH2:36][CH:22]([CH2:21][C@H:18]3[CH2:19][CH2:20][C@H:15]([NH2:14])[CH2:16][CH2:17]3)[O:23][C:24]1=[CH:33][N:32]=2.